From a dataset of Catalyst prediction with 721,799 reactions and 888 catalyst types from USPTO. Predict which catalyst facilitates the given reaction. Reactant: FC(F)(F)S([O:6][S:7]([C:10]([F:13])([F:12])[F:11])(=[O:9])=[O:8])(=O)=O.[F:16][C:17]([F:21])([F:20])[CH2:18]O.C(N(CC)CC)C. Product: [F:13][C:10]([F:11])([F:12])[S:7]([O:6][CH2:18][C:17]([F:21])([F:20])[F:16])(=[O:8])=[O:9]. The catalyst class is: 2.